This data is from Reaction yield outcomes from USPTO patents with 853,638 reactions. The task is: Predict the reaction yield, written as a fraction of the theoretical maximum amount of product (1.0 means a 100% yield; for example, 0.34 means a 34% yield). (1) The reactants are [NH2:1][C:2]1[CH:7]=[CH:6][C:5]([OH:8])=[C:4]([F:9])[CH:3]=1.CC(C)([O-])C.[K+].[O:16]1[CH2:21][CH2:20][CH2:19][O:18][CH:17]1[C:22]1[CH:23]=[CH:24][C:25]([C:28]2[S:36][C:35]3[C:30](=[N:31][CH:32]=[CH:33][C:34]=3Cl)[CH:29]=2)=[N:26][CH:27]=1. The catalyst is CS(C)=O.O. The product is [O:16]1[CH2:21][CH2:20][CH2:19][O:18][CH:17]1[C:22]1[CH:23]=[CH:24][C:25]([C:28]2[S:36][C:35]3[C:30](=[N:31][CH:32]=[CH:33][C:34]=3[O:8][C:5]3[CH:6]=[CH:7][C:2]([NH2:1])=[CH:3][C:4]=3[F:9])[CH:29]=2)=[N:26][CH:27]=1. The yield is 0.880. (2) The product is [NH2:27][C:24]1[CH:25]=[CH:26][C:21]([C:20]2[C:13]3[C:14](=[N:15][CH:16]=[N:17][C:12]=3[NH2:11])[N:18]([CH:37]3[CH2:38][CH2:39][N:40]([CH3:43])[CH2:41][CH2:42]3)[N:19]=2)=[CH:22][C:23]=1[O:35][CH3:36]. The catalyst is ClCCl. The yield is 0.950. The reactants are FC(F)(F)C(O)=O.ClCCl.[NH2:11][C:12]1[N:17]=[CH:16][N:15]=[C:14]2[N:18]([CH:37]3[CH2:42][CH2:41][N:40]([CH3:43])[CH2:39][CH2:38]3)[N:19]=[C:20]([C:21]3[CH:26]=[CH:25][C:24]([NH:27]C(=O)OC(C)(C)C)=[C:23]([O:35][CH3:36])[CH:22]=3)[C:13]=12. (3) The reactants are [CH3:1][N:2]([CH2:4][C:5]1[CH:6]=[C:7]([C:11]2[NH:40][C:14]3=[N:15][CH:16]=[CH:17][C:18]([C:19]4[C:20]([C:28]5[CH:33]=[CH:32][C:31]([NH:34][C:35](=[O:39])[N:36]([CH3:38])[CH3:37])=[CH:30][CH:29]=5)=[N:21][N:22]([CH2:24][CH2:25][NH:26][CH3:27])[CH:23]=4)=[C:13]3[CH:12]=2)[CH:8]=[CH:9][CH:10]=1)[CH3:3].[OH-].[Na+].[CH2:43]=O.O. The catalyst is CO.[OH-].[OH-].[Pd+2]. The product is [CH3:27][N:26]([CH3:43])[CH2:25][CH2:24][N:22]1[CH:23]=[C:19]([C:18]2[CH:17]=[CH:16][N:15]=[C:14]3[NH:40][C:11]([C:7]4[CH:8]=[CH:9][CH:10]=[C:5]([CH2:4][N:2]([CH3:3])[CH3:1])[CH:6]=4)=[CH:12][C:13]=23)[C:20]([C:28]2[CH:29]=[CH:30][C:31]([NH:34][C:35](=[O:39])[N:36]([CH3:38])[CH3:37])=[CH:32][CH:33]=2)=[N:21]1. The yield is 0.300.